This data is from Reaction yield outcomes from USPTO patents with 853,638 reactions. The task is: Predict the reaction yield, written as a fraction of the theoretical maximum amount of product (1.0 means a 100% yield; for example, 0.34 means a 34% yield). (1) The reactants are [F:1][C:2]1[CH:7]=[C:6](B2OC(C)(C)C(C)(C)O2)[CH:5]=[CH:4][C:3]=1[CH2:17][C:18]([OH:20])=[O:19].Br[C:22]1[CH:23]=[C:24]2[C:28](=[N:29][CH:30]=1)[NH:27][CH:26]=[CH:25]2.C([O-])([O-])=O.[Na+].[Na+].Cl. The catalyst is O. The yield is 0.850. The product is [F:1][C:2]1[CH:7]=[C:6]([C:22]2[CH:23]=[C:24]3[CH:25]=[CH:26][NH:27][C:28]3=[N:29][CH:30]=2)[CH:5]=[CH:4][C:3]=1[CH2:17][C:18]([OH:20])=[O:19]. (2) The reactants are [NH:1]1[C:9]2[C:4](=[CH:5][C:6]([C:10]([N:12]3[CH2:17][CH2:16][N:15]([CH:18]([CH3:20])[CH3:19])[CH2:14][CH2:13]3)=[O:11])=[CH:7][CH:8]=2)[CH:3]=[CH:2]1.CC([O-])(C)C.[K+].[CH3:27][N:28]1[CH2:33][CH2:32][CH2:31][CH:30]([CH2:34]OS(C2C=CC(C)=CC=2)(=O)=O)[CH2:29]1. The catalyst is C1COCC1. The product is [CH:18]([N:15]1[CH2:14][CH2:13][N:12]([C:10]([C:6]2[CH:5]=[C:4]3[C:9](=[CH:8][CH:7]=2)[N:1]([CH2:34][CH:30]2[CH2:31][CH2:32][CH2:33][N:28]([CH3:27])[CH2:29]2)[CH:2]=[CH:3]3)=[O:11])[CH2:17][CH2:16]1)([CH3:20])[CH3:19]. The yield is 0.910. (3) The reactants are Br[C:2]1[CH:7]=[CH:6][C:5]([CH:8]([OH:13])[C:9]([F:12])([F:11])[F:10])=[CH:4][CH:3]=1.[C:14]1([CH3:23])[CH:19]=[CH:18][CH:17]=[C:16](B(O)O)[CH:15]=1.C([O-])([O-])=O.[K+].[K+].CCO. The catalyst is [Pd].C(Cl)Cl.O. The product is [F:10][C:9]([F:12])([F:11])[CH:8]([C:5]1[CH:6]=[CH:7][CH:2]=[CH:3][C:4]=1[C:16]1[CH:17]=[CH:18][CH:19]=[C:14]([CH3:23])[CH:15]=1)[OH:13]. The yield is 0.720. (4) The reactants are COC1C=CC(C[N:8](CC2C=CC(OC)=CC=2)[C:9]2[N:14]=[C:13]([CH3:15])[N:12]=[C:11]([C:16]3[CH:17]=[CH:18][C:19]([C:32]4[CH:37]=[CH:36][N:35]=[CH:34][CH:33]=4)=[N:20][C:21]=3[NH:22][C:23]3[CH:24]=[N:25][C:26]([O:30][CH3:31])=[C:27]([F:29])[CH:28]=3)[N:10]=2)=CC=1. The catalyst is C(O)(C(F)(F)F)=O. The product is [NH2:8][C:9]1[N:14]=[C:13]([CH3:15])[N:12]=[C:11]([C:16]2[CH:17]=[CH:18][C:19]([C:32]3[CH:33]=[CH:34][N:35]=[CH:36][CH:37]=3)=[N:20][C:21]=2[NH:22][C:23]2[CH:24]=[N:25][C:26]([O:30][CH3:31])=[C:27]([F:29])[CH:28]=2)[N:10]=1. The yield is 0.648. (5) The reactants are [NH:1]1[CH2:6][CH2:5][O:4][CH2:3][CH2:2]1.[N:7]1[C:14]([Cl:15])=[N:13][C:11](Cl)=[N:10][C:8]=1[Cl:9]. The catalyst is C(Cl)(Cl)Cl.O. The product is [Cl:9][C:8]1[N:7]=[C:14]([Cl:15])[N:13]=[C:11]([N:1]2[CH2:6][CH2:5][O:4][CH2:3][CH2:2]2)[N:10]=1. The yield is 0.390. (6) The reactants are [F:1][C:2]([F:11])([F:10])[C:3]1[N:8]=[N:7][C:6]([OH:9])=[CH:5][CH:4]=1.[Br:12]N1C(=O)CCC1=O. The catalyst is C(O)(=O)C.C(#N)C.ClCCl. The product is [Br:12][C:5]1[CH:4]=[C:3]([C:2]([F:1])([F:10])[F:11])[N:8]=[N:7][C:6]=1[OH:9]. The yield is 0.950.